This data is from Catalyst prediction with 721,799 reactions and 888 catalyst types from USPTO. The task is: Predict which catalyst facilitates the given reaction. (1) Reactant: [CH3:1][C:2]([S:8][C:9]1[CH:14]=[CH:13][CH:12]=[CH:11][CH:10]=1)([CH3:7])[C:3]([O:5]C)=[O:4].O.[OH-].[Li+]. Product: [CH3:7][C:2]([S:8][C:9]1[CH:14]=[CH:13][CH:12]=[CH:11][CH:10]=1)([CH3:1])[C:3]([OH:5])=[O:4]. The catalyst class is: 36. (2) Reactant: [C:1]([C:3]1[CH:4]=[C:5]([C@H:10]2[CH2:14][C@@H:13](O)[CH2:12][N:11]2[C:16]([O:18][C:19]([CH3:22])([CH3:21])[CH3:20])=[O:17])[CH:6]=[C:7]([F:9])[CH:8]=1)#[N:2].CCN(S(F)(F)[F:29])CC. Product: [C:1]([C:3]1[CH:4]=[C:5]([C@H:10]2[CH2:14][C@H:13]([F:29])[CH2:12][N:11]2[C:16]([O:18][C:19]([CH3:22])([CH3:21])[CH3:20])=[O:17])[CH:6]=[C:7]([F:9])[CH:8]=1)#[N:2]. The catalyst class is: 2. (3) The catalyst class is: 13. Product: [CH3:3][C:2]([S:4]([C:7]1[CH:12]=[CH:11][CH:10]=[C:9]([C:13]([F:15])([F:16])[F:14])[N:8]=1)(=[O:6])=[O:5])([CH:17]1[CH2:18][CH2:19][NH:20][CH2:21][CH2:22]1)[CH3:1]. Reactant: [CH3:1][C:2]([CH:17]1[CH2:22][CH2:21][N:20](C(OC(C)(C)C)=O)[CH2:19][CH2:18]1)([S:4]([C:7]1[CH:12]=[CH:11][CH:10]=[C:9]([C:13]([F:16])([F:15])[F:14])[N:8]=1)(=[O:6])=[O:5])[CH3:3].FC(F)(F)C(O)=O.ClCCl. (4) Reactant: [NH2:1][C:2](=[S:8])[CH2:3][NH:4][C:5](=[O:7])[CH3:6].[Cl:9][CH2:10][C:11]([CH2:13]Cl)=O. Product: [Cl:9][CH2:10][C:11]1[N:1]=[C:2]([CH2:3][NH:4][C:5](=[O:7])[CH3:6])[S:8][CH:13]=1. The catalyst class is: 8. (5) Reactant: [CH3:1][O:2][C:3](=[O:13])[C@@H:4]([NH2:12])[CH2:5][CH:6]1[CH2:11][CH2:10][CH2:9][CH2:8][CH2:7]1.C(N(CC)C(C)C)(C)C.C([O:25][C:26](=O)/[CH:27]=[C:28](/[O:31][C:32]1[CH:33]=[N:34][C:35]([CH3:38])=[CH:36][CH:37]=1)\[CH2:29]Br)C. Product: [CH3:1][O:2][C:3](=[O:13])[C@@H:4]([N:12]1[CH2:29][C:28]([O:31][C:32]2[CH:33]=[N:34][C:35]([CH3:38])=[CH:36][CH:37]=2)=[CH:27][C:26]1=[O:25])[CH2:5][CH:6]1[CH2:11][CH2:10][CH2:9][CH2:8][CH2:7]1. The catalyst class is: 9. (6) Reactant: [CH3:1][O:2][CH2:3][C:4]1[CH:13]=[CH:12][C:7]([C:8]([O:10]C)=[O:9])=[CH:6][N:5]=1.[OH-].[Na+:15]. Product: [Na+:15].[CH3:1][O:2][CH2:3][C:4]1[CH:13]=[CH:12][C:7]([C:8]([O-:10])=[O:9])=[CH:6][N:5]=1. The catalyst class is: 5. (7) Reactant: [F:1][C:2]1[C:7]([F:8])=[CH:6][CH:5]=[CH:4][C:3]=1[N:9]1[C:13]2[CH:14]=[CH:15][CH:16]=[CH:17][C:12]=2[N:11]([CH2:18][CH2:19][CH:20]([N:27](C)[C:28](=O)OC(C)(C)C)[C:21]2[CH:26]=[CH:25][CH:24]=[CH:23][CH:22]=2)[S:10]1(=[O:37])=[O:36].Cl. Product: [F:1][C:2]1[C:7]([F:8])=[CH:6][CH:5]=[CH:4][C:3]=1[N:9]1[C:13]2[CH:14]=[CH:15][CH:16]=[CH:17][C:12]=2[N:11]([CH2:18][CH2:19][CH:20]([C:21]2[CH:22]=[CH:23][CH:24]=[CH:25][CH:26]=2)[NH:27][CH3:28])[S:10]1(=[O:36])=[O:37]. The catalyst class is: 28.